From a dataset of NCI-60 drug combinations with 297,098 pairs across 59 cell lines. Regression. Given two drug SMILES strings and cell line genomic features, predict the synergy score measuring deviation from expected non-interaction effect. Drug 1: CNC(=O)C1=CC=CC=C1SC2=CC3=C(C=C2)C(=NN3)C=CC4=CC=CC=N4. Cell line: UACC62. Synergy scores: CSS=5.66, Synergy_ZIP=-0.214, Synergy_Bliss=3.61, Synergy_Loewe=1.28, Synergy_HSA=2.67. Drug 2: C1CCN(CC1)CCOC2=CC=C(C=C2)C(=O)C3=C(SC4=C3C=CC(=C4)O)C5=CC=C(C=C5)O.